This data is from Full USPTO retrosynthesis dataset with 1.9M reactions from patents (1976-2016). The task is: Predict the reactants needed to synthesize the given product. Given the product [CH2:15]([O:14][P:12]([C:11]1[C:10]([P:20]([O:25][CH2:26][CH3:27])([O:22][CH2:23][CH3:24])=[O:21])=[C:9]([C:28]2[S:29][C:30]([C:9]3[S:8][C:7]([C:5]4[S:6][C:2]([C:39]5[S:43][C:42]([C:44]6[S:45][CH:46]=[CH:47][CH:48]=6)=[C:41]([P:49]([O:51][CH2:52][CH3:53])([O:54][CH2:55][CH3:56])=[O:50])[C:40]=5[P:57]([O:59][CH2:60][CH3:61])([O:62][CH2:63][CH3:64])=[O:58])=[CH:3][CH:4]=4)=[C:11]([P:12]([O:17][CH2:18][CH3:19])([O:14][CH2:15][CH3:16])=[O:13])[C:10]=3[P:20]([O:22][CH2:23][CH3:24])([O:25][CH2:26][CH3:27])=[O:21])=[CH:31][CH:32]=2)[S:8][C:7]=1[C:5]1[S:6][CH:2]=[CH:3][CH:4]=1)([O:17][CH2:18][CH3:19])=[O:13])[CH3:16], predict the reactants needed to synthesize it. The reactants are: I[C:2]1[S:6][C:5]([C:7]2[S:8][C:9]([C:28]3[S:29][C:30](I)=[CH:31][CH:32]=3)=[C:10]([P:20]([O:25][CH2:26][CH3:27])([O:22][CH2:23][CH3:24])=[O:21])[C:11]=2[P:12]([O:17][CH2:18][CH3:19])([O:14][CH2:15][CH3:16])=[O:13])=[CH:4][CH:3]=1.C([Sn](CCCC)(CCCC)[C:39]1[S:43][C:42]([C:44]2[S:45][CH:46]=[CH:47][CH:48]=2)=[C:41]([P:49]([O:54][CH2:55][CH3:56])([O:51][CH2:52][CH3:53])=[O:50])[C:40]=1[P:57]([O:62][CH2:63][CH3:64])([O:59][CH2:60][CH3:61])=[O:58])CCC.[F-].[K+].